This data is from Catalyst prediction with 721,799 reactions and 888 catalyst types from USPTO. The task is: Predict which catalyst facilitates the given reaction. (1) Reactant: Cl[C:2]1[CH:3]=[C:4]([N:14]([CH2:21][C:22]2[CH:27]=[CH:26][C:25]([O:28][CH3:29])=[CH:24][CH:23]=2)[C:15]2[CH:20]=[CH:19][CH:18]=[CH:17][CH:16]=2)[C:5]2[N:6]([C:8]([C:11]([NH2:13])=[O:12])=[CH:9][N:10]=2)[N:7]=1.[CH2:30]1[CH:35]([NH2:36])[CH2:34][CH2:33][CH:32]([NH2:37])[CH2:31]1. Product: [NH2:36][C@H:35]1[CH2:30][CH2:31][C@H:32]([NH:37][C:2]2[CH:3]=[C:4]([N:14]([CH2:21][C:22]3[CH:27]=[CH:26][C:25]([O:28][CH3:29])=[CH:24][CH:23]=3)[C:15]3[CH:20]=[CH:19][CH:18]=[CH:17][CH:16]=3)[C:5]3[N:6]([C:8]([C:11]([NH2:13])=[O:12])=[CH:9][N:10]=3)[N:7]=2)[CH2:33][CH2:34]1. The catalyst class is: 6. (2) Reactant: [F:1][C:2]1[CH:9]=[C:8](F)[CH:7]=[CH:6][C:3]=1[C:4]#[N:5].[Cl:11][C:12]1[CH:13]=[C:14]([CH:16]=[CH:17][C:18]=1[OH:19])[NH2:15].C(=O)([O-])[O-].[K+].[K+].C(OCC)(=O)C. Product: [NH2:15][C:14]1[CH:16]=[CH:17][C:18]([O:19][C:8]2[CH:7]=[CH:6][C:3]([C:4]#[N:5])=[C:2]([F:1])[CH:9]=2)=[C:12]([Cl:11])[CH:13]=1. The catalyst class is: 10. (3) Product: [ClH:21].[ClH:21].[NH:8]1[CH2:9][CH2:10][CH:11]([NH:14][C:15]2[CH:20]=[N:19][CH:18]=[N:17][CH:16]=2)[CH2:12][CH2:13]1. The catalyst class is: 12. Reactant: C(OC([N:8]1[CH2:13][CH2:12][CH:11]([NH:14][C:15]2[CH:16]=[N:17][CH:18]=[N:19][CH:20]=2)[CH2:10][CH2:9]1)=O)(C)(C)C.[ClH:21]. (4) Reactant: [C:1]1([C:18]2[CH:23]=[CH:22][CH:21]=[CH:20][CH:19]=2)[CH:6]=[CH:5][C:4]([O:7][CH2:8][CH2:9][CH2:10][CH2:11][CH2:12][CH2:13][CH:14]([OH:17])[C:15]#[N:16])=[CH:3][CH:2]=1.[O:24]1[CH:29]=[CH:28][CH2:27][CH2:26][CH2:25]1.O.C1(C)C=CC(S(O)(=O)=O)=CC=1. Product: [C:1]1([C:18]2[CH:19]=[CH:20][CH:21]=[CH:22][CH:23]=2)[CH:6]=[CH:5][C:4]([O:7][CH2:8][CH2:9][CH2:10][CH2:11][CH2:12][CH2:13][CH:14]([O:17][CH:25]2[CH2:26][CH2:27][CH2:28][CH2:29][O:24]2)[C:15]#[N:16])=[CH:3][CH:2]=1. The catalyst class is: 4. (5) Reactant: [NH2:1][C:2]1[C:11]([F:12])=[C:10]([F:13])[C:9]([O:14][CH3:15])=[C:8]2[C:3]=1[C:4](=[O:22])[C:5]([C:19](O)=[O:20])=[CH:6][N:7]2[CH:16]1[CH2:18][CH2:17]1.C([N:25](CC)CC)C.ClC(OCC)=O.N. Product: [NH2:1][C:2]1[C:11]([F:12])=[C:10]([F:13])[C:9]([O:14][CH3:15])=[C:8]2[C:3]=1[C:4](=[O:22])[C:5]([C:19]([NH2:25])=[O:20])=[CH:6][N:7]2[CH:16]1[CH2:17][CH2:18]1. The catalyst class is: 18.